Dataset: Reaction yield outcomes from USPTO patents with 853,638 reactions. Task: Predict the reaction yield, written as a fraction of the theoretical maximum amount of product (1.0 means a 100% yield; for example, 0.34 means a 34% yield). (1) The reactants are [CH:1]([C:3]1[CH:18]=[CH:17][C:6]([O:7][C:8]2[CH:16]=[CH:15][C:11]([C:12]([NH2:14])=[O:13])=[CH:10][N:9]=2)=[CH:5][CH:4]=1)=O.[CH2:19]([N:26]1[CH2:30][CH2:29][C@@H:28]([NH2:31])[CH2:27]1)[C:20]1[CH:25]=[CH:24][CH:23]=[CH:22][CH:21]=1.[BH4-].[Na+]. The catalyst is CO. The product is [CH2:19]([N:26]1[CH2:30][CH2:29][C@@H:28]([NH:31][CH2:1][C:3]2[CH:18]=[CH:17][C:6]([O:7][C:8]3[CH:16]=[CH:15][C:11]([C:12]([NH2:14])=[O:13])=[CH:10][N:9]=3)=[CH:5][CH:4]=2)[CH2:27]1)[C:20]1[CH:21]=[CH:22][CH:23]=[CH:24][CH:25]=1. The yield is 0.310. (2) The reactants are C([O:3][C:4](=O)[C:5]([F:17])([F:16])[C:6]1[CH:15]=[CH:14][C:13]2[C:8](=[CH:9][CH:10]=[CH:11][CH:12]=2)[N:7]=1)C.[BH4-].[Na+]. The catalyst is C(O)C. The product is [F:17][C:5]([F:16])([C:6]1[CH:15]=[CH:14][C:13]2[C:8](=[CH:9][CH:10]=[CH:11][CH:12]=2)[N:7]=1)[CH2:4][OH:3]. The yield is 0.440. (3) The reactants are [N:1]1[CH:6]=[CH:5][CH:4]=[CH:3][C:2]=1[C:7]1[CH:8]=[C:9]([CH:12]=[CH:13][CH:14]=1)[CH:10]=O.[N+:15]([CH3:18])([O-:17])=[O:16].C([O-])(=O)C.[NH4+].[BH4-].[Na+]. The catalyst is O.C(O)(=O)C. The yield is 0.710. The product is [N+:15]([CH2:18][CH2:10][C:9]1[CH:8]=[C:7]([C:2]2[CH:3]=[CH:4][CH:5]=[CH:6][N:1]=2)[CH:14]=[CH:13][CH:12]=1)([O-:17])=[O:16]. (4) The reactants are [Br:1][C:2]1[CH:3]=[C:4]([N:9]2[C:13](=[O:14])[O:12][N:11]=[C:10]2[C:15]2[C:19]([NH:20][CH2:21][CH2:22][O:23]C)=[N:18][O:17][N:16]=2)[CH:5]=[CH:6][C:7]=1[F:8].B(Br)(Br)Br. The catalyst is ClCCl. The product is [Br:1][C:2]1[CH:3]=[C:4]([N:9]2[C:13](=[O:14])[O:12][N:11]=[C:10]2[C:15]2[C:19]([NH:20][CH2:21][CH2:22][OH:23])=[N:18][O:17][N:16]=2)[CH:5]=[CH:6][C:7]=1[F:8]. The yield is 0.990.